This data is from TCR-epitope binding with 47,182 pairs between 192 epitopes and 23,139 TCRs. The task is: Binary Classification. Given a T-cell receptor sequence (or CDR3 region) and an epitope sequence, predict whether binding occurs between them. The epitope is RTLNAWVKV. The TCR CDR3 sequence is CSARDSVAVNTGELFF. Result: 0 (the TCR does not bind to the epitope).